The task is: Regression. Given two drug SMILES strings and cell line genomic features, predict the synergy score measuring deviation from expected non-interaction effect.. This data is from NCI-60 drug combinations with 297,098 pairs across 59 cell lines. Drug 1: CC1=C(C=C(C=C1)C(=O)NC2=CC(=CC(=C2)C(F)(F)F)N3C=C(N=C3)C)NC4=NC=CC(=N4)C5=CN=CC=C5. Drug 2: CN(CCCl)CCCl.Cl. Cell line: UACC-257. Synergy scores: CSS=8.62, Synergy_ZIP=-3.23, Synergy_Bliss=-1.34, Synergy_Loewe=-1.35, Synergy_HSA=-0.500.